Dataset: Catalyst prediction with 721,799 reactions and 888 catalyst types from USPTO. Task: Predict which catalyst facilitates the given reaction. (1) Reactant: [F:1][C:2]1[CH:7]=[CH:6][CH:5]=[C:4]([F:8])[C:3]=1[C:9]1[C:18]2[CH:17]=[C:16]([CH:19]=[O:20])[CH:15]=[CH:14][C:13]=2[C:12]2[N:21](COCC[Si](C)(C)C)[N:22]=[C:23]([NH:24][CH:25]3[CH2:30][CH2:29][N:28]([S:31]([CH3:34])(=[O:33])=[O:32])[CH2:27][CH2:26]3)[C:11]=2[N:10]=1.C(O)(C(F)(F)F)=O. Product: [F:8][C:4]1[CH:5]=[CH:6][CH:7]=[C:2]([F:1])[C:3]=1[C:9]1[C:18]2[CH:17]=[C:16]([CH:19]=[O:20])[CH:15]=[CH:14][C:13]=2[C:12]2[NH:21][N:22]=[C:23]([NH:24][CH:25]3[CH2:30][CH2:29][N:28]([S:31]([CH3:34])(=[O:32])=[O:33])[CH2:27][CH2:26]3)[C:11]=2[N:10]=1. The catalyst class is: 326. (2) Reactant: [Br:1]N1C(=O)CCC1=O.[F:9][C:10]1[CH:35]=[C:34]([F:36])[CH:33]=[CH:32][C:11]=1[CH2:12][O:13][C:14]1[CH:19]=[C:18]([CH3:20])[N:17]([C:21]2[CH:26]=[CH:25][CH:24]=[CH:23][C:22]=2[C:27]([F:30])([F:29])[F:28])[C:16](=[O:31])[CH:15]=1.C(=O)(O)[O-].[Na+]. Product: [Br:1][C:15]1[C:16](=[O:31])[N:17]([C:21]2[CH:26]=[CH:25][CH:24]=[CH:23][C:22]=2[C:27]([F:29])([F:28])[F:30])[C:18]([CH3:20])=[CH:19][C:14]=1[O:13][CH2:12][C:11]1[CH:32]=[CH:33][C:34]([F:36])=[CH:35][C:10]=1[F:9]. The catalyst class is: 4. (3) Reactant: [NH2:1][C:2]1[CH:7]=[C:6]([O:8][C:9]2[CH:14]=[CH:13][C:12]([N+:15]([O-:17])=[O:16])=[CH:11][C:10]=2[F:18])[CH:5]=[CH:4][N:3]=1.[CH2:19]([N:21]([CH2:24]C)[CH2:22]C)C.ClC(OC1C=CC=CC=1)=[O:28].CNC. Product: [CH3:19][N:21]([CH3:24])[C:22]([NH:1][C:2]1[CH:7]=[C:6]([O:8][C:9]2[CH:14]=[CH:13][C:12]([N+:15]([O-:17])=[O:16])=[CH:11][C:10]=2[F:18])[CH:5]=[CH:4][N:3]=1)=[O:28]. The catalyst class is: 83. (4) Reactant: [F:1][C:2]1([F:31])[CH2:6][CH2:5][N:4]([C:7]2[C:8]3[N:21]=[N:20][N:19](CC4C=CC(OC)=CC=4)[C:9]=3[N:10]=[C:11]([O:13][CH2:14][C:15]([CH3:18])([CH3:17])[CH3:16])[N:12]=2)[CH2:3]1. Product: [F:31][C:2]1([F:1])[CH2:6][CH2:5][N:4]([C:7]2[C:8]3[N:21]=[N:20][NH:19][C:9]=3[N:10]=[C:11]([O:13][CH2:14][C:15]([CH3:16])([CH3:17])[CH3:18])[N:12]=2)[CH2:3]1. The catalyst class is: 67. (5) Reactant: [NH2:1][C:2]1[C:11]2[N:12]=[C:13]([CH2:19][NH2:20])[N:14]([CH2:15][CH:16]([CH3:18])[CH3:17])[C:10]=2[C:9]2[CH:8]=[CH:7][CH:6]=[CH:5][C:4]=2[N:3]=1.[C:21](OC(=O)C)(=[O:23])[CH3:22]. Product: [C:21]([NH:20][CH2:19][C:13]1[N:14]([CH2:15][CH:16]([CH3:18])[CH3:17])[C:10]2[C:9]3[CH:8]=[CH:7][CH:6]=[CH:5][C:4]=3[N:3]=[C:2]([NH2:1])[C:11]=2[N:12]=1)(=[O:23])[CH3:22]. The catalyst class is: 5. (6) Reactant: [Cl:1][C:2]1[CH:3]=[C:4]([C:8]2[N:12]3[N:13]=[C:14]([NH:17][CH:18]4[CH2:23][CH2:22][C:21](=O)[CH2:20][CH2:19]4)[CH:15]=[CH:16][C:11]3=[N:10][CH:9]=2)[CH:5]=[CH:6][CH:7]=1.[C:25]([NH2:29])([CH3:28])([CH3:27])[CH3:26].O. Product: [C:25]([NH:29][C@H:21]1[CH2:22][CH2:23][C@H:18]([NH:17][C:14]2[CH:15]=[CH:16][C:11]3[N:12]([C:8]([C:4]4[CH:5]=[CH:6][CH:7]=[C:2]([Cl:1])[CH:3]=4)=[CH:9][N:10]=3)[N:13]=2)[CH2:19][CH2:20]1)([CH3:28])([CH3:27])[CH3:26]. The catalyst class is: 2. (7) Reactant: [C:1]([C:5]1[CH:9]=[C:8]([NH:10][C:11]([NH:13][C:14]2[CH:19]=[CH:18][CH:17]=[C:16]([O:20][C:21]3[CH:22]=[N:23][CH:24]=[CH:25][CH:26]=3)[CH:15]=2)=[O:12])[N:7]([C:27]2[CH:28]=[C:29]3[C:34](=[CH:35][CH:36]=2)[CH2:33][NH:32][CH:31]([C:37](OC)=[O:38])[CH2:30]3)[N:6]=1)([CH3:4])([CH3:3])[CH3:2].[NH2:41][CH2:42][CH:43]([OH:46])[CH2:44][OH:45]. Product: [OH:46][CH:43]([CH2:44][OH:45])[CH2:42][NH:41][C:37]([CH:31]1[CH2:30][C:29]2[C:34](=[CH:35][CH:36]=[C:27]([N:7]3[C:8]([NH:10][C:11]([NH:13][C:14]4[CH:19]=[CH:18][CH:17]=[C:16]([O:20][C:21]5[CH:22]=[N:23][CH:24]=[CH:25][CH:26]=5)[CH:15]=4)=[O:12])=[CH:9][C:5]([C:1]([CH3:4])([CH3:3])[CH3:2])=[N:6]3)[CH:28]=2)[CH2:33][NH:32]1)=[O:38]. The catalyst class is: 209.